From a dataset of Forward reaction prediction with 1.9M reactions from USPTO patents (1976-2016). Predict the product of the given reaction. (1) Given the reactants [N:1]([CH2:4][C@H:5]1[CH2:10][NH:9][C:8]2[CH:11]=[CH:12][CH:13]=[C:14](Br)[C:7]=2[O:6]1)=[N+:2]=[N-:3].[Cl:16][C:17]1[CH:22]=[CH:21][CH:20]=[CH:19][C:18]=1B(O)O, predict the reaction product. The product is: [N:1]([CH2:4][C@H:5]1[CH2:10][NH:9][C:8]2[CH:11]=[CH:12][CH:13]=[C:14]([C:18]3[CH:19]=[CH:20][CH:21]=[CH:22][C:17]=3[Cl:16])[C:7]=2[O:6]1)=[N+:2]=[N-:3]. (2) Given the reactants [Cl:1][C:2]1[CH:3]=[C:4]2[C:13](=[CH:14][N:15]=1)[C:12]1[N:8]([CH:9]=[C:10]([C:16](/[N:18]=[CH:19]/[N:20](C)C)=O)[N:11]=1)[CH2:7][CH2:6][O:5]2.[CH:23]([NH:26]N)([CH3:25])[CH3:24], predict the reaction product. The product is: [Cl:1][C:2]1[CH:3]=[C:4]2[C:13](=[CH:14][N:15]=1)[C:12]1[N:8]([CH:9]=[C:10]([C:16]3[N:26]([CH:23]([CH3:25])[CH3:24])[N:20]=[CH:19][N:18]=3)[N:11]=1)[CH2:7][CH2:6][O:5]2. (3) Given the reactants [CH3:1][C:2]([O:5][C:6]([NH:8][C:9]([CH3:14])([C:11]([OH:13])=O)[CH3:10])=[O:7])([CH3:4])[CH3:3].CN(C(ON1N=NC2C=CC=NC1=2)=[N+](C)C)C.F[P-](F)(F)(F)(F)F.CCN(C(C)C)C(C)C.Cl.[CH3:49][CH:50]([O:52][C:53]1[CH:60]=[CH:59][C:58]([C:61]2[O:65][N:64]=[C:63]([C:66]3[CH:76]=[CH:75][C:69]4[CH2:70][CH2:71][NH:72][CH2:73][CH2:74][C:68]=4[CH:67]=3)[N:62]=2)=[CH:57][C:54]=1[C:55]#[N:56])[CH3:51], predict the reaction product. The product is: [C:55]([C:54]1[CH:57]=[C:58]([C:61]2[O:65][N:64]=[C:63]([C:66]3[CH:76]=[CH:75][C:69]4[CH2:70][CH2:71][N:72]([C:11](=[O:13])[C:9]([NH:8][C:6](=[O:7])[O:5][C:2]([CH3:1])([CH3:3])[CH3:4])([CH3:10])[CH3:14])[CH2:73][CH2:74][C:68]=4[CH:67]=3)[N:62]=2)[CH:59]=[CH:60][C:53]=1[O:52][CH:50]([CH3:51])[CH3:49])#[N:56]. (4) The product is: [OH:8][C:9]1[CH:10]=[CH:11][C:12]([C:15]2[CH:20]=[CH:19][C:18]([CH2:21][CH:22]([CH2:25][OH:26])[CH2:23][OH:24])=[CH:17][CH:16]=2)=[CH:13][CH:14]=1. Given the reactants C1(C[O:8][C:9]2[CH:14]=[CH:13][C:12]([C:15]3[CH:20]=[CH:19][C:18]([CH2:21][CH:22]([CH2:25][OH:26])[CH2:23][OH:24])=[CH:17][CH:16]=3)=[CH:11][CH:10]=2)C=CC=CC=1.C, predict the reaction product. (5) Given the reactants [OH:1][N:2]1[CH:6]=[CH:5][C:4]([C:7]2[CH:12]=[CH:11][C:10]([N+:13]([O-:15])=[O:14])=[CH:9][CH:8]=2)=[N:3]1.[CH3:16][N:17]([C:21]1[CH:26]=[CH:25][CH:24]=[CH:23][CH:22]=1)[C:18](Cl)=[O:19], predict the reaction product. The product is: [N+:13]([C:10]1[CH:9]=[CH:8][C:7]([C:4]2[CH:5]=[CH:6][N:2]([O:1][C:18](=[O:19])[N:17]([CH3:16])[C:21]3[CH:26]=[CH:25][CH:24]=[CH:23][CH:22]=3)[N:3]=2)=[CH:12][CH:11]=1)([O-:15])=[O:14]. (6) Given the reactants [NH:1]1[CH2:5][CH2:4][N:3]=[C:2]1[NH:6][CH2:7]/[CH:8]=[CH:9]/[C:10]1[CH:11]=[C:12]2[C:17](=[CH:18][CH:19]=1)[N:16]=[C:15]([CH2:20][C@H:21]([NH:25]S(C1C(C)=C(C)C(C)=C(C)C=1C)(=O)=O)[C:22]([OH:24])=[O:23])[NH:14][C:13]2=[O:40].C(OC(=O)[C@H](CC(=O)N)N[C:49]([O:51][CH2:52][C:53]1[CH:58]=[CH:57][CH:56]=[CH:55][CH:54]=1)=[O:50])(C)(C)C.N[C:65]1[CH:66]=C(B(O)O)C=C[CH:70]=1.NC1NCCN=1, predict the reaction product. The product is: [NH:1]1[CH2:5][CH2:4][N:3]=[C:2]1[NH:6][C:7]1[CH:8]=[C:9]([C:10]2[CH:11]=[C:12]3[C:17](=[CH:18][CH:19]=2)[N:16]=[C:15]([CH2:20][C@H:21]([NH:25][C:49]([O:51][CH2:52][C:53]2[CH:54]=[CH:55][CH:56]=[CH:57][CH:58]=2)=[O:50])[C:22]([OH:24])=[O:23])[NH:14][C:13]3=[O:40])[CH:70]=[CH:65][CH:66]=1. (7) Given the reactants Cl.[CH2:2]([N:9]1[CH2:13][C@@H:12]([CH3:14])[C@H:11]([C:15](=[NH:18])[NH:16][NH2:17])[CH2:10]1)[C:3]1[CH:8]=[CH:7][CH:6]=[CH:5][CH:4]=1.[O:19]=[C:20]1[C:28]2[C:23](=[CH:24][CH:25]=[CH:26][CH:27]=2)[C:22](=[O:29])[N:21]1[CH2:30][C:31](=O)[C:32](OC)=[O:33], predict the reaction product. The product is: [CH2:2]([N:9]1[CH2:13][C@@H:12]([CH3:14])[C@H:11]([C:15]2[NH:18][C:32](=[O:33])[C:31]([CH2:30][N:21]3[C:22](=[O:29])[C:23]4[C:28](=[CH:27][CH:26]=[CH:25][CH:24]=4)[C:20]3=[O:19])=[N:17][N:16]=2)[CH2:10]1)[C:3]1[CH:8]=[CH:7][CH:6]=[CH:5][CH:4]=1.